This data is from Forward reaction prediction with 1.9M reactions from USPTO patents (1976-2016). The task is: Predict the product of the given reaction. (1) The product is: [CH3:31][C:21]1[CH:26]=[CH:25][C:24]([S:27]([O:1][CH2:2][CH2:3][C:4]2[O:5][C:6]3[CH:12]=[CH:11][C:10]([C:13]4[CH:20]=[CH:19][C:16]([C:17]#[N:18])=[CH:15][CH:14]=4)=[CH:9][C:7]=3[CH:8]=2)(=[O:29])=[O:28])=[CH:23][CH:22]=1. Given the reactants [OH:1][CH2:2][CH2:3][C:4]1[O:5][C:6]2[CH:12]=[CH:11][C:10]([C:13]3[CH:20]=[CH:19][C:16]([C:17]#[N:18])=[CH:15][CH:14]=3)=[CH:9][C:7]=2[CH:8]=1.[C:21]1([CH3:31])[CH:26]=[CH:25][C:24]([S:27](Cl)(=[O:29])=[O:28])=[CH:23][CH:22]=1, predict the reaction product. (2) Given the reactants [NH2:1][C:2]1[C:15]2[C:6](=[CH:7][C:8]3[C:9]4[C:14]=2[C:13](=[O:16])[N:12]([CH2:17][CH2:18][N:19]([CH3:21])[CH3:20])[C:11](=[O:22])[C:10]=4[CH:23]=[CH:24][CH:25]=3)[CH:5]=[CH:4][CH:3]=1.C(N(CC)CC)C.Cl[C:34]([O:36][CH2:37][CH2:38][CH2:39][CH2:40][CH2:41][CH2:42][CH2:43][CH3:44])=[O:35].C(Cl)Cl.CO, predict the reaction product. The product is: [CH3:21][N:19]([CH3:20])[CH2:18][CH2:17][N:12]1[C:11](=[O:22])[C:10]2[CH:23]=[CH:24][CH:25]=[C:8]3[C:9]=2[C:14](=[C:15]2[C:2]([NH:1][C:34](=[O:35])[O:36][CH2:37][CH2:38][CH2:39][CH2:40][CH2:41][CH2:42][CH2:43][CH3:44])=[CH:3][CH:4]=[CH:5][C:6]2=[CH:7]3)[C:13]1=[O:16]. (3) Given the reactants [CH2:1]([O:3][C:4]([C:6]1[S:10][C:9]([Br:11])=[N:8][C:7]=1[CH3:12])=[O:5])[CH3:2].[Br:13]N1C(=O)CCC1=O, predict the reaction product. The product is: [CH2:1]([O:3][C:4]([C:6]1[S:10][C:9]([Br:11])=[N:8][C:7]=1[CH2:12][Br:13])=[O:5])[CH3:2]. (4) The product is: [F:24][C:21]1[CH:22]=[C:23]2[C:18](=[CH:19][CH:20]=1)[NH:17][CH:16]=[C:15]2[CH2:14][CH2:13][CH2:12][N:36]1[CH2:37][CH2:38][N:33]([C:28]2[S:29][C:30]([C:31]#[N:32])=[C:26]([CH3:25])[N:27]=2)[CH2:34][CH2:35]1. Given the reactants CC1C=CC(S(O[CH2:12][CH2:13][CH2:14][C:15]2[C:23]3[C:18](=[CH:19][CH:20]=[C:21]([F:24])[CH:22]=3)[NH:17][CH:16]=2)(=O)=O)=CC=1.[CH3:25][C:26]1[N:27]=[C:28]([N:33]2[CH2:38][CH2:37][NH:36][CH2:35][CH2:34]2)[S:29][C:30]=1[C:31]#[N:32].C(=O)([O-])[O-].[K+].[K+].[I-].[K+], predict the reaction product. (5) Given the reactants [Br:1][C:2]1[CH:7]=[CH:6][C:5]([Cl:8])=[CH:4][C:3]=1[CH3:9].C1C(=O)N([Br:17])C(=O)C1.C(OOC(=O)C1C=CC=CC=1)(=O)C1C=CC=CC=1, predict the reaction product. The product is: [Br:1][C:2]1[CH:7]=[CH:6][C:5]([Cl:8])=[CH:4][C:3]=1[CH2:9][Br:17].